This data is from Forward reaction prediction with 1.9M reactions from USPTO patents (1976-2016). The task is: Predict the product of the given reaction. Given the reactants [N:1]([CH2:4][CH2:5][O:6][CH2:7][CH2:8][O:9][CH2:10][CH2:11][O:12][CH2:13][CH2:14][NH2:15])=[N+:2]=[N-:3].[C:16]1(=[O:23])[O:22][C:20](=[O:21])[CH2:19][O:18][CH2:17]1.O.C(#N)C, predict the reaction product. The product is: [N:1]([CH2:4][CH2:5][O:6][CH2:7][CH2:8][O:9][CH2:10][CH2:11][O:12][CH2:13][CH2:14][NH:15][C:20](=[O:21])[CH2:19][O:18][CH2:17][C:16]([OH:23])=[O:22])=[N+:2]=[N-:3].